From a dataset of Catalyst prediction with 721,799 reactions and 888 catalyst types from USPTO. Predict which catalyst facilitates the given reaction. (1) Reactant: [CH:1]([Si:4]([CH:17]([CH3:19])[CH3:18])([CH:14]([CH3:16])[CH3:15])[O:5][C:6]1[CH:13]=[CH:12][C:9]([CH:10]=[O:11])=[CH:8][CH:7]=1)([CH3:3])[CH3:2].CC1C=CC(S(O)(=O)=O)=CC=1.O.[CH2:32](O)[CH2:33][OH:34]. Product: [O:11]1[CH2:32][CH2:33][O:34][CH:10]1[C:9]1[CH:12]=[CH:13][C:6]([O:5][Si:4]([CH:1]([CH3:3])[CH3:2])([CH:14]([CH3:16])[CH3:15])[CH:17]([CH3:19])[CH3:18])=[CH:7][CH:8]=1. The catalyst class is: 48. (2) Product: [N+:1]([C:4]1[C:13]2[C:8](=[CH:9][C:10]([CH:14]=[CH2:15])=[CH:11][CH:12]=2)[CH:7]=[CH:6][C:5]=1[O:16][S:25]([C:28]([F:31])([F:30])[F:29])(=[O:26])=[O:24])([O-:3])=[O:2]. Reactant: [N+:1]([C:4]1[C:13]2[C:8](=[CH:9][C:10]([CH:14]=[CH2:15])=[CH:11][CH:12]=2)[CH:7]=[CH:6][C:5]=1[OH:16])([O-:3])=[O:2].CCN(CC)CC.[O:24](S(C(F)(F)F)(=O)=O)[S:25]([C:28]([F:31])([F:30])[F:29])(=O)=[O:26]. The catalyst class is: 2. (3) Reactant: [Cl:1][C:2]1[CH:7]=[CH:6][C:5]([C:8]2([F:14])[CH2:10][CH:9]2[C:11](O)=[O:12])=[CH:4][CH:3]=1.C(N(CC)CC)C.C1C=CC(P([N:36]=[N+:37]=[N-:38])(C2C=CC=CC=2)=O)=CC=1. Product: [Cl:1][C:2]1[CH:7]=[CH:6][C:5]([C:8]2([F:14])[CH2:10][CH:9]2[C:11]([N:38]=[N:37]#[N:36])=[O:12])=[CH:4][CH:3]=1. The catalyst class is: 7. (4) The catalyst class is: 44. Reactant: [NH2:1][C:2]1[S:3][C:4]2[CH2:21][CH2:20][CH2:19][CH2:18][C:5]=2[C:6]=1[C:7]([NH:9][C:10]1[CH:15]=[CH:14][C:13]([O:16][CH3:17])=[CH:12][CH:11]=1)=[O:8].[C:22]([N:25]1[CH2:30][CH2:29][N:28]([S:31]([C:34]2[CH:35]=[C:36]([CH:40]=[CH:41][CH:42]=2)[C:37](O)=[O:38])(=[O:33])=[O:32])[CH2:27][CH2:26]1)(=[O:24])[CH3:23].CN(C(ON1N=NC2C=CC=NC1=2)=[N+](C)C)C.F[P-](F)(F)(F)(F)F.C(N(CC)C(C)C)(C)C. Product: [C:22]([N:25]1[CH2:30][CH2:29][N:28]([S:31]([C:34]2[CH:35]=[C:36]([CH:40]=[CH:41][CH:42]=2)[C:37]([NH:1][C:2]2[S:3][C:4]3[CH2:21][CH2:20][CH2:19][CH2:18][C:5]=3[C:6]=2[C:7]([NH:9][C:10]2[CH:15]=[CH:14][C:13]([O:16][CH3:17])=[CH:12][CH:11]=2)=[O:8])=[O:38])(=[O:32])=[O:33])[CH2:27][CH2:26]1)(=[O:24])[CH3:23]. (5) Reactant: Cl[C:2]1[N:6]([CH2:7][O:8][CH2:9][CH2:10][Si:11]([CH3:14])([CH3:13])[CH3:12])[N:5]=[CH:4][C:3]=1[N+:15]([O-:17])=[O:16].[CH3:18][CH:19]1[CH2:24][CH2:23][CH2:22][NH:21][CH2:20]1. Product: [CH3:18][CH:19]1[CH2:24][CH2:23][CH2:22][N:21]([C:2]2[N:6]([CH2:7][O:8][CH2:9][CH2:10][Si:11]([CH3:14])([CH3:13])[CH3:12])[N:5]=[CH:4][C:3]=2[N+:15]([O-:17])=[O:16])[CH2:20]1. The catalyst class is: 51.